Dataset: Blood-brain barrier permeability classification from the B3DB database. Task: Regression/Classification. Given a drug SMILES string, predict its absorption, distribution, metabolism, or excretion properties. Task type varies by dataset: regression for continuous measurements (e.g., permeability, clearance, half-life) or binary classification for categorical outcomes (e.g., BBB penetration, CYP inhibition). Dataset: b3db_classification. (1) The drug is CC1=C(C(=O)O)N2C(=O)C(NC(=O)[C@@H](N)c3ccc(O)cc3)[C@@H]2SC1. The result is 0 (does not penetrate BBB). (2) The drug is CN1CCCN(C(c2ccccc2)c2ccc(Cl)cc2)CC1. The result is 1 (penetrates BBB). (3) The drug is CN1C(=O)C2C(N=CN2C)N(C)C1=O. The result is 1 (penetrates BBB). (4) The molecule is CC1(C)S[C@@H]2[C@H](NC(=O)[C@H](NS(=O)(=O)O)c3ccccc3)C(=O)N2[C@H]1C(=O)O. The result is 0 (does not penetrate BBB). (5) The drug is C/C(=C\c1csc(C)n1)C1CC2OC2(C)CCCC(C)C(O)C(C)C(=O)C(C)(C)C(O)CC(=O)N1. The result is 0 (does not penetrate BBB). (6) The compound is CCCOC(=O)Cn1cc(I)c(=O)c(I)c1. The result is 0 (does not penetrate BBB). (7) The molecule is O=C1Nc2ccc(Cl)cc2[C@@](C#CC2CC2)(C(F)(F)F)O1. The result is 0 (does not penetrate BBB). (8) The molecule is CN1[C@H]2CC[C@H]1CC(OC(=O)[C@@H](O)c1ccccc1)C2. The result is 0 (does not penetrate BBB). (9) The drug is CN(C)CCC(c1ccc(Cl)cc1)c1ccccn1. The result is 1 (penetrates BBB).